From a dataset of Reaction yield outcomes from USPTO patents with 853,638 reactions. Predict the reaction yield, written as a fraction of the theoretical maximum amount of product (1.0 means a 100% yield; for example, 0.34 means a 34% yield). (1) The reactants are [NH2:1][C:2]1[CH:7]=[CH:6][C:5]([CH2:8][C:9]([CH3:16])([CH3:15])[C:10](OCC)=[O:11])=[C:4]([C:17]([F:20])([F:19])[F:18])[CH:3]=1.[H-].[H-].[H-].[H-].[Li+].[Al+3]. The catalyst is C1COCC1. The product is [NH2:1][C:2]1[CH:7]=[CH:6][C:5]([CH2:8][C:9]([CH3:16])([CH3:15])[CH2:10][OH:11])=[C:4]([C:17]([F:18])([F:19])[F:20])[CH:3]=1. The yield is 0.644. (2) The reactants are [NH:1]1[C:9]2[C:4](=[CH:5][CH:6]=[CH:7][CH:8]=2)[CH:3]=[CH:2]1.[C:10]([O:14][CH3:15])(=[O:13])[CH:11]=[CH2:12].C1CCN2C(=NCCC2)CC1. The catalyst is CC#N. The product is [N:1]1([CH2:12][CH2:11][C:10]([O:14][CH3:15])=[O:13])[C:9]2[C:4](=[CH:5][CH:6]=[CH:7][CH:8]=2)[CH:3]=[CH:2]1. The yield is 0.432. (3) The reactants are [H-].[Na+].[CH2:3]([N:10]1[C:18]2[C:13](=[N:14][C:15]([N:19](C(OC(C)(C)C)=O)[NH:20][C:21](OC(C)(C)C)=O)=[CH:16][CH:17]=2)[CH:12]=[C:11]1[C:35]1[N:36]=[CH:37][N:38]([C:40](C2C=CC=CC=2)([C:47]2C=CC=CC=2)C2C=CC=CC=2)[CH:39]=1)[C:4]1[CH:9]=[CH:8][CH:7]=[CH:6][CH:5]=1.I[CH2:60]C. The catalyst is CN(C=O)C. The product is [CH2:3]([N:10]1[C:18]2[CH:17]=[CH:16][C:15]3[N:14]([C:21]([CH3:60])=[N:20][N:19]=3)[C:13]=2[CH:12]=[C:11]1[C:35]1[N:36]=[CH:37][N:38]([CH2:40][CH3:47])[CH:39]=1)[C:4]1[CH:9]=[CH:8][CH:7]=[CH:6][CH:5]=1. The yield is 0.610. (4) The reactants are [C:1]1([CH3:17])[CH:6]=[CH:5][CH:4]=[C:3]([N:7]2[C:11]([NH2:12])=[CH:10][C:9]([C:13]([F:16])([F:15])[F:14])=[N:8]2)[CH:2]=1.Cl[C:19]([O:21][C:22]1[CH:27]=[CH:26][CH:25]=[CH:24][CH:23]=1)=[O:20]. No catalyst specified. The product is [C:1]1([CH3:17])[CH:6]=[CH:5][CH:4]=[C:3]([N:7]2[C:11]([NH:12][C:19](=[O:20])[O:21][C:22]3[CH:27]=[CH:26][CH:25]=[CH:24][CH:23]=3)=[CH:10][C:9]([C:13]([F:15])([F:14])[F:16])=[N:8]2)[CH:2]=1. The yield is 0.580. (5) The reactants are [CH:1]([C:3]1[CH:12]=[CH:11][C:6]([C:7]([O:9][CH3:10])=[O:8])=[CH:5][N:4]=1)=O.[CH3:13][C:14]1[CH:19]=[C:18]([NH2:20])[CH:17]=[C:16]([CH3:21])[C:15]=1[C:22]1[CH:27]=[CH:26][C:25]([C:28]([F:31])([F:30])[F:29])=[CH:24][CH:23]=1. The catalyst is C1(C)C=CC=CC=1. The product is [CH3:13][C:14]1[CH:19]=[C:18]([NH:20][CH:1]([C:3]2[CH:12]=[CH:11][C:6]([C:7]([O:9][CH3:10])=[O:8])=[CH:5][N:4]=2)[CH2:5][CH:6]([CH3:11])[CH3:7])[CH:17]=[C:16]([CH3:21])[C:15]=1[C:22]1[CH:27]=[CH:26][C:25]([C:28]([F:30])([F:29])[F:31])=[CH:24][CH:23]=1. The yield is 0.510. (6) The reactants are I[C:2]1([C:30]2[CH:35]=[CH:34][CH:33]=[CH:32][CH:31]=2)[C:10]2[C:5](=[CH:6][C:7]([N+:20]([O-:22])=[O:21])=[C:8]([NH:11][CH2:12][CH2:13][N:14]3[CH2:19][CH2:18][O:17][CH2:16][CH2:15]3)[CH:9]=2)[N:4](C(OC(C)(C)C)=O)[NH:3]1.[ClH:36]. The catalyst is CO.C1COCC1.C(OCC)C. The product is [ClH:36].[N:14]1([CH2:13][CH2:12][NH:11][C:8]2[CH:9]=[C:10]3[C:5](=[CH:6][C:7]=2[N+:20]([O-:22])=[O:21])[NH:4][N:3]=[C:2]3[C:30]2[CH:35]=[CH:34][CH:33]=[CH:32][CH:31]=2)[CH2:19][CH2:18][O:17][CH2:16][CH2:15]1. The yield is 0.570. (7) The reactants are [N:1]([C@H:4]1[CH2:9][C@@H:8]([F:10])[CH2:7][N:6]([C:11]([O:13][CH2:14][C:15]2[CH:20]=[CH:19][CH:18]=[CH:17][CH:16]=2)=[O:12])[CH2:5]1)=[N+]=[N-].CP(C)C.[C:25](O[C:25]([O:27][C:28]([CH3:31])([CH3:30])[CH3:29])=[O:26])([O:27][C:28]([CH3:31])([CH3:30])[CH3:29])=[O:26]. The catalyst is N1C=CC=CC=1.[OH-].[NH4+].C(O)C.C1COCC1.CCOC(C)=O. The product is [C:28]([O:27][C:25]([NH:1][C@H:4]1[CH2:9][C@@H:8]([F:10])[CH2:7][N:6]([C:11]([O:13][CH2:14][C:15]2[CH:20]=[CH:19][CH:18]=[CH:17][CH:16]=2)=[O:12])[CH2:5]1)=[O:26])([CH3:31])([CH3:30])[CH3:29]. The yield is 0.950.